Dataset: Reaction yield outcomes from USPTO patents with 853,638 reactions. Task: Predict the reaction yield, written as a fraction of the theoretical maximum amount of product (1.0 means a 100% yield; for example, 0.34 means a 34% yield). (1) The catalyst is CO. The reactants are [F:1][C:2]([CH3:39])([CH3:38])[CH2:3][CH2:4][CH:5]([C:33]1[NH:37][CH:36]=[N:35][N:34]=1)[CH2:6][CH:7]([O:29]C(=O)C)[CH:8]([NH:16][C:17]([C:19]1[CH:28]=[N:27][C:26]2[C:21](=[CH:22][CH:23]=[CH:24][CH:25]=2)[N:20]=1)=[O:18])[CH2:9][C:10]1[CH:15]=[CH:14][CH:13]=[CH:12][CH:11]=1.C(=O)([O-])[O-].[K+].[K+]. The yield is 0.870. The product is [CH2:9]([CH:8]([NH:16][C:17]([C:19]1[CH:28]=[N:27][C:26]2[C:21](=[CH:22][CH:23]=[CH:24][CH:25]=2)[N:20]=1)=[O:18])[CH:7]([OH:29])[CH2:6][CH:5]([C:33]1[NH:37][CH:36]=[N:35][N:34]=1)[CH2:4][CH2:3][C:2]([F:1])([CH3:39])[CH3:38])[C:10]1[CH:15]=[CH:14][CH:13]=[CH:12][CH:11]=1. (2) The reactants are [N:1]1[N:2]=[C:3]([C:19]2[CH:40]=[CH:39][C:22]([C:23]([N:25]3[CH2:30][CH2:29][CH:28]([NH:31]C(=O)OC(C)(C)C)[CH2:27][CH2:26]3)=[O:24])=[CH:21][CH:20]=2)[N:4]2[C:10]=1[C:9]1[CH:11]=[CH:12][CH:13]=[CH:14][C:8]=1[NH:7][C:6]1[N:15]=[CH:16][CH:17]=[CH:18][C:5]2=1.[ClH:41]. The catalyst is ClCCl.O1CCOCC1. The product is [ClH:41].[N:1]1[N:2]=[C:3]([C:19]2[CH:40]=[CH:39][C:22]([C:23]([N:25]3[CH2:26][CH2:27][CH:28]([NH2:31])[CH2:29][CH2:30]3)=[O:24])=[CH:21][CH:20]=2)[N:4]2[C:10]=1[C:9]1[CH:11]=[CH:12][CH:13]=[CH:14][C:8]=1[NH:7][C:6]1[N:15]=[CH:16][CH:17]=[CH:18][C:5]2=1. The yield is 0.880. (3) The reactants are [Br:1][C:2]1[CH:3]=[C:4]2[C:8](=[CH:9][CH:10]=1)[NH:7][N:6]=[CH:5]2.[CH2:11](Br)[CH:12]=[CH2:13].C(=O)([O-])[O-].[K+].[K+]. The catalyst is CN(C=O)C. The product is [CH2:13]([N:7]1[C:8]2[C:4](=[CH:3][C:2]([Br:1])=[CH:10][CH:9]=2)[CH:5]=[N:6]1)[CH:12]=[CH2:11]. The yield is 0.360. (4) The reactants are Cl.[CH3:2][O:3][C:4](=[O:23])[C@H:5]([CH2:7][C:8]1[CH:13]=[CH:12][C:11]([C:14]2[C:15](=[O:22])[N:16]([CH3:21])[CH:17]=[CH:18][C:19]=2[CH3:20])=[CH:10][CH:9]=1)[NH2:6].[Cl:24][C:25]1[CH:33]=[CH:32][CH:31]=[C:30]([CH3:34])[C:26]=1[C:27](O)=[O:28].CN(C(ON1N=NC2C=CC=CC1=2)=[N+](C)C)C.F[P-](F)(F)(F)(F)F.CCN(C(C)C)C(C)C. The catalyst is CN(C=O)C.O. The product is [CH3:2][O:3][C:4](=[O:23])[C@H:5]([CH2:7][C:8]1[CH:9]=[CH:10][C:11]([C:14]2[C:15](=[O:22])[N:16]([CH3:21])[CH:17]=[CH:18][C:19]=2[CH3:20])=[CH:12][CH:13]=1)[NH:6][C:27]([C:26]1[C:30]([CH3:34])=[CH:31][CH:32]=[CH:33][C:25]=1[Cl:24])=[O:28]. The yield is 0.270. (5) The reactants are Br[C:2]1[CH:7]=[CH:6][C:5]([C@@H:8]2[C@@H:10]([C:11]3[CH:16]=[CH:15][CH:14]=[CH:13][CH:12]=3)[C@H:9]2[C:17]([O:19][CH3:20])=[O:18])=[CH:4][CH:3]=1.C([O-])(=O)C.[K+].[NH:26]1[CH:30]=[CH:29][CH:28]=[N:27]1. The catalyst is O1CCOCC1.CO.C1COCC1.O.C1C=CC(P(C2C=CC=CC=2)[C-]2C=CC=C2)=CC=1.C1C=CC(P(C2C=CC=CC=2)[C-]2C=CC=C2)=CC=1.Cl[Pd]Cl.[Fe+2]. The product is [CH3:20][O:19][C:17]([C@@H:9]1[C@H:10]([C:11]2[CH:16]=[CH:15][CH:14]=[CH:13][CH:12]=2)[C@H:8]1[C:5]1[CH:6]=[CH:7][C:2]([N:26]2[CH:30]=[CH:29][CH:28]=[N:27]2)=[CH:3][CH:4]=1)=[O:18]. The yield is 0.510. (6) The catalyst is C(O)C. The reactants are [N:1]1[N:5]2[CH:6]=[CH:7][CH:8]=[CH:9][C:4]2=[C:3]([C:10](=[S:12])[NH2:11])[CH:2]=1.Br[CH:14]([C:20](=O)[C:21]1[CH:26]=[CH:25][CH:24]=[CH:23][CH:22]=1)[C:15]([O:17][CH2:18][CH3:19])=[O:16]. The yield is 0.310. The product is [N:1]1[N:5]2[CH:6]=[CH:7][CH:8]=[CH:9][C:4]2=[C:3]([C:10]2[S:12][C:14]([C:15]([O:17][CH2:18][CH3:19])=[O:16])=[C:20]([C:21]3[CH:26]=[CH:25][CH:24]=[CH:23][CH:22]=3)[N:11]=2)[CH:2]=1. (7) The reactants are [H-].[Na+].[Br:3][C:4]1[CH:12]=[C:11]2[C:7]([CH:8]=[C:9]([CH:13]=[O:14])[NH:10]2)=[CH:6][CH:5]=1.[CH3:15]I. The catalyst is CN(C=O)C. The product is [Br:3][C:4]1[CH:12]=[C:11]2[C:7]([CH:8]=[C:9]([CH:13]=[O:14])[N:10]2[CH3:15])=[CH:6][CH:5]=1. The yield is 0.990. (8) The reactants are [OH:1][C:2]1[CH:3]=[C:4]([CH:9]=[CH:10][C:11]=1[O:12][CH3:13])[C:5]([O:7][CH3:8])=[O:6].[O:14]1[CH2:19][CH2:18][N:17]([CH2:20][CH2:21][CH2:22]OCl)[CH2:16][CH2:15]1.C([O-])([O-])=O.[K+].[K+]. The catalyst is CC#N.O. The product is [CH3:13][O:12][C:11]1[CH:10]=[CH:9][C:4]([C:5]([O:7][CH3:8])=[O:6])=[CH:3][C:2]=1[O:1][CH2:22][CH2:21][CH2:20][N:17]1[CH2:18][CH2:19][O:14][CH2:15][CH2:16]1. The yield is 1.00.